Dataset: Reaction yield outcomes from USPTO patents with 853,638 reactions. Task: Predict the reaction yield, written as a fraction of the theoretical maximum amount of product (1.0 means a 100% yield; for example, 0.34 means a 34% yield). (1) The reactants are [Br:1][C:2]1[CH:3]=[C:4]([C:7]2([CH3:34])[CH2:15][C:11]3([CH2:14][O:13][CH2:12]3)[S:10][C:9]([NH:16]C(=O)OCC3C4C=CC=CC=4C4C3=CC=CC=4)=[N:8]2)[S:5][CH:6]=1.N1CCCCC1. The catalyst is C(Cl)Cl. The product is [Br:1][C:2]1[CH:3]=[C:4]([C:7]2([CH3:34])[CH2:15][C:11]3([CH2:14][O:13][CH2:12]3)[S:10][C:9]([NH2:16])=[N:8]2)[S:5][CH:6]=1. The yield is 0.347. (2) The reactants are [C:1]([O:5][C:6](=[O:24])[C:7]([S:10][C:11]1[CH:20]=[CH:19][C:18]2[CH2:17][CH:16]([NH:21][CH2:22][CH3:23])[CH2:15][CH2:14][C:13]=2[CH:12]=1)([CH3:9])[CH3:8])([CH3:4])([CH3:3])[CH3:2].[F:25][C:26]([F:38])([F:37])[O:27][C:28]1[CH:33]=[CH:32][C:31]([N:34]=[C:35]=[O:36])=[CH:30][CH:29]=1. The catalyst is C(Cl)Cl. The product is [C:1]([O:5][C:6](=[O:24])[C:7]([S:10][C:11]1[CH:20]=[CH:19][C:18]2[CH2:17][CH:16]([N:21]([CH2:22][CH3:23])[C:35]([NH:34][C:31]3[CH:32]=[CH:33][C:28]([O:27][C:26]([F:25])([F:37])[F:38])=[CH:29][CH:30]=3)=[O:36])[CH2:15][CH2:14][C:13]=2[CH:12]=1)([CH3:9])[CH3:8])([CH3:2])([CH3:3])[CH3:4]. The yield is 0.580. (3) The reactants are [C:1]([C:4]1[CH:9]=[CH:8][CH:7]=[CH:6][CH:5]=1)(=O)[CH3:2].Cl.[NH2:11][OH:12].[OH-].[Na+]. The catalyst is CO. The product is [C:1](=[N:11][OH:12])([C:4]1[CH:9]=[CH:8][CH:7]=[CH:6][CH:5]=1)[CH3:2]. The yield is 0.760. (4) The reactants are [N+:1]([C:4]1[CH:5]=[C:6]([N:10]2[CH2:15][CH2:14][N:13]([CH2:16][CH2:17][C:18]([NH:20][NH2:21])=[O:19])[CH2:12][CH2:11]2)[CH:7]=[CH:8][CH:9]=1)([O-:3])=[O:2].[CH2:22]1[CH2:27][CH2:26][CH:25]([CH2:28][N:29]=[C:30]=[O:31])[CH2:24][CH2:23]1. The catalyst is C1(C)C=CC=CC=1. The product is [CH:25]1([CH2:28][NH:29][C:30]([NH:21][NH:20][C:18](=[O:19])[CH2:17][CH2:16][N:13]2[CH2:14][CH2:15][N:10]([C:6]3[CH:7]=[CH:8][CH:9]=[C:4]([N+:1]([O-:3])=[O:2])[CH:5]=3)[CH2:11][CH2:12]2)=[O:31])[CH2:26][CH2:27][CH2:22][CH2:23][CH2:24]1. The yield is 0.950. (5) The reactants are [CH3:1][C:2]1[CH:7]=[CH:6][C:5]([CH3:8])=[CH:4][C:3]=1[SH:9].[CH2:10](Cl)[C:11](=[CH2:13])[CH3:12].C(=O)([O-])[O-].[K+].[K+]. The catalyst is CC(C)=O. The product is [CH3:10][CH:11]([CH2:13][S:9][C:3]1[CH:4]=[C:5]([CH3:8])[CH:6]=[CH:7][C:2]=1[CH3:1])[CH3:12]. The yield is 0.890. (6) The reactants are [CH3:1][O:2][C@H:3]1[CH2:11][C:10]2[C:5](=[CH:6][CH:7]=[CH:8][CH:9]=2)[C@H:4]1[NH:12]C(=O)OC(C)(C)C.Cl.C([O-])([O-])=O.[Na+].[Na+]. The catalyst is O1CCOCC1.O. The product is [CH3:1][O:2][C@H:3]1[CH2:11][C:10]2[C:5](=[CH:6][CH:7]=[CH:8][CH:9]=2)[C@H:4]1[NH2:12]. The yield is 0.990.